From a dataset of Full USPTO retrosynthesis dataset with 1.9M reactions from patents (1976-2016). Predict the reactants needed to synthesize the given product. (1) Given the product [CH3:17][N:8]1[CH2:7][CH2:6][C:11](=[O:13])[CH2:10][C:9]1=[O:16], predict the reactants needed to synthesize it. The reactants are: [Na].C(OC(=O)[CH2:6][CH2:7][N:8]([CH3:17])[C:9](=[O:16])[CH2:10][C:11]([O:13]CC)=O)C.CN1CCC(=O)C(C(OCC)=O)C1=O. (2) Given the product [NH2:24][CH:9]([CH2:10][C:11]1[CH:16]=[CH:15][CH:14]=[C:13]([O:17][C:18]([F:22])([F:23])[CH:19]([F:20])[F:21])[CH:12]=1)[CH:8]([C:6]1[CH:5]=[CH:4][CH:3]=[C:2]([F:1])[N:7]=1)[OH:32], predict the reactants needed to synthesize it. The reactants are: [F:1][C:2]1[N:7]=[C:6]([CH:8]([OH:32])[CH:9]([NH:24]C(=O)OC(C)(C)C)[CH2:10][C:11]2[CH:16]=[CH:15][CH:14]=[C:13]([O:17][C:18]([F:23])([F:22])[CH:19]([F:21])[F:20])[CH:12]=2)[CH:5]=[CH:4][CH:3]=1. (3) Given the product [CH:17]([NH:1][C:4]1[CH:9]=[CH:8][CH:7]=[CH:6][CH:5]=1)=[O:18], predict the reactants needed to synthesize it. The reactants are: [N+:1]([C:4]1[CH:9]=[CH:8][CH:7]=[CH:6][CH:5]=1)([O-])=O.NC1C=CC=CC=1.[CH:17](O)=[O:18].